From a dataset of Reaction yield outcomes from USPTO patents with 853,638 reactions. Predict the reaction yield, written as a fraction of the theoretical maximum amount of product (1.0 means a 100% yield; for example, 0.34 means a 34% yield). (1) The reactants are Br[C:2]1[CH:7]=[CH:6][C:5]([S:8]([N:11]2[CH2:15][CH2:14][CH2:13][C@@H:12]2[CH2:16][OH:17])(=[O:10])=[O:9])=[CH:4][CH:3]=1.[NH2:18][C:19]1[CH:20]=[C:21](B(O)O)[CH:22]=[CH:23][CH:24]=1.C(=O)([O-])[O-].[K+].[K+].O. The catalyst is CN(C=O)C.C1C=CC([P]([Pd]([P](C2C=CC=CC=2)(C2C=CC=CC=2)C2C=CC=CC=2)([P](C2C=CC=CC=2)(C2C=CC=CC=2)C2C=CC=CC=2)[P](C2C=CC=CC=2)(C2C=CC=CC=2)C2C=CC=CC=2)(C2C=CC=CC=2)C2C=CC=CC=2)=CC=1. The product is [NH2:18][C:19]1[CH:24]=[C:23]([C:2]2[CH:7]=[CH:6][C:5]([S:8]([N:11]3[CH2:15][CH2:14][CH2:13][C@@H:12]3[CH2:16][OH:17])(=[O:10])=[O:9])=[CH:4][CH:3]=2)[CH:22]=[CH:21][CH:20]=1. The yield is 0.490. (2) The reactants are C(S)C.[H-].[Na+].C[O:7][C:8]1[CH:17]=[C:16]2[C:11]([C:12]([C:18]3[C:19]([C:27]4[CH:32]=[CH:31][CH:30]=[CH:29][N:28]=4)=[N:20][N:21]4[CH:26]=[CH:25][CH:24]=[CH:23][C:22]=34)=[CH:13][CH:14]=[N:15]2)=[CH:10][CH:9]=1. The catalyst is CN(C=O)C. The product is [N:28]1[CH:29]=[CH:30][CH:31]=[CH:32][C:27]=1[C:19]1[C:18]([C:12]2[C:11]3[C:16](=[CH:17][C:8]([OH:7])=[CH:9][CH:10]=3)[N:15]=[CH:14][CH:13]=2)=[C:22]2[CH:23]=[CH:24][CH:25]=[CH:26][N:21]2[N:20]=1. The yield is 0.520. (3) The reactants are [F:1][C:2]([F:13])([F:12])[C:3]1[NH:11][C:6]2=[N:7][CH:8]=[CH:9][CH:10]=[C:5]2[CH:4]=1.ClC1C=C(C=CC=1)C(OO)=[O:19].C([O-])(O)=O.[Na+]. The catalyst is C(Cl)Cl. The product is [F:13][C:2]([F:1])([F:12])[C:3]1[NH:11][C:6]2=[N+:7]([O-:19])[CH:8]=[CH:9][CH:10]=[C:5]2[CH:4]=1. The yield is 0.630. (4) The reactants are [CH3:1][O:2][C:3]([C:5]1[NH:6][C:7]2[C:12]([CH:13]=1)=[C:11]([F:14])[CH:10]=[CH:9][CH:8]=2)=[O:4].C(#N)C.[Cl:18]N1C(=O)CCC1=O. No catalyst specified. The product is [CH3:1][O:2][C:3]([C:5]1[NH:6][C:7]2[C:12]([C:13]=1[Cl:18])=[C:11]([F:14])[CH:10]=[CH:9][CH:8]=2)=[O:4]. The yield is 0.810. (5) The reactants are [C:1]1([C:7]2[C:8]3[C:13]([CH:14]=[C:15]4[C:20]=2[CH:19]=[CH:18][CH:17]=[CH:16]4)=[CH:12][CH:11]=[CH:10][CH:9]=3)[CH:6]=[CH:5][CH:4]=[CH:3][CH:2]=1.[Br:21]Br.S([O-])([O-])(=O)=S.[Na+].[Na+]. The catalyst is C(Cl)(Cl)(Cl)Cl. The product is [Br:21][C:14]1[C:15]2[C:20]([C:7]([C:1]3[CH:2]=[CH:3][CH:4]=[CH:5][CH:6]=3)=[C:8]3[C:13]=1[CH:12]=[CH:11][CH:10]=[CH:9]3)=[CH:19][CH:18]=[CH:17][CH:16]=2. The yield is 0.890. (6) The reactants are Br[C:2]1[S:3][CH:4]=[CH:5][C:6]=1[C:7]([O:9]C)=O.[NH2:11][C:12]1[CH:17]=[CH:16][CH:15]=[CH:14][C:13]=1B(O)O.C([O-])(=O)C.[Na+]. The catalyst is CN(C=O)C.C1C=CC(P(C2C=CC=CC=2)[C-]2C=CC=C2)=CC=1.C1C=CC(P(C2C=CC=CC=2)[C-]2C=CC=C2)=CC=1.Cl[Pd]Cl.[Fe+2]. The product is [S:3]1[C:2]2[C:17]3[CH:16]=[CH:15][CH:14]=[CH:13][C:12]=3[NH:11][C:7](=[O:9])[C:6]=2[CH:5]=[CH:4]1. The yield is 0.120. (7) The reactants are C([C:4]1[CH:37]=[CH:36][C:7]2[C:8](=[CH:17][CH2:18][CH2:19][N:20]3[CH2:25][CH2:24][C:23]([C:27]4[CH:32]=[CH:31][C:30]([Cl:33])=[CH:29][CH:28]=4)([OH:26])[C:22]([CH3:35])([CH3:34])[CH2:21]3)[C:9]3[CH:16]=[CH:15][CH:14]=[CH:13][C:10]=3O[CH2:12][C:6]=2[N:5]=1)C=C.[CH2:38]1C[O:41][CH2:40][CH2:39]1.[OH2:43].S(=O)(O)[O-:45].[Na+]. The catalyst is O=[Os](=O)(=O)=O. The product is [Cl:33][C:30]1[CH:29]=[CH:28][C:27]([C:23]2([OH:26])[CH2:24][CH2:25][N:20]([CH2:19][CH2:18][CH:17]=[C:8]3[C:7]4[CH:36]=[CH:37][CH:4]=[N:5][C:6]=4[CH2:12][O:43][C:10]4[CH:13]=[CH:14][C:15]([CH2:38][CH:39]([OH:45])[CH2:40][OH:41])=[CH:16][C:9]3=4)[CH2:21][C:22]2([CH3:34])[CH3:35])=[CH:32][CH:31]=1. The yield is 0.530. (8) The reactants are [CH3:1][C:2]1[S:11][C:10]2[NH:9][C:8]3[CH:12]=[CH:13][CH:14]=[CH:15][C:7]=3[N:6]=[C:5]([N:16]3[CH2:21][CH2:20][NH:19][C@@H:18]([CH2:22][CH2:23][C:24]4[CH:29]=[CH:28][CH:27]=[CH:26][N:25]=4)[CH2:17]3)[C:4]=2[CH:3]=1.C=O.[CH2:32](Cl)[Cl:33].C(O[BH-](OC(=O)C)OC(=O)C)(=O)C.[Na+]. The product is [ClH:33].[ClH:33].[ClH:33].[CH3:1][C:2]1[S:11][C:10]2[NH:9][C:8]3[CH:12]=[CH:13][CH:14]=[CH:15][C:7]=3[N:6]=[C:5]([N:16]3[CH2:21][CH2:20][N:19]([CH3:32])[C@@H:18]([CH2:22][CH2:23][C:24]4[CH:29]=[CH:28][CH:27]=[CH:26][N:25]=4)[CH2:17]3)[C:4]=2[CH:3]=1. The catalyst is C(=O)(O)[O-].[Na+]. The yield is 0.780.